This data is from Full USPTO retrosynthesis dataset with 1.9M reactions from patents (1976-2016). The task is: Predict the reactants needed to synthesize the given product. (1) Given the product [CH:24]1([N:21]2[C:19]3[N:20]=[C:15]4[CH2:14][N:4]([CH2:5][C:6]5[CH:11]=[CH:10][C:9]([O:12][CH3:13])=[CH:8][CH:7]=5)[CH2:3][CH2:2][N:16]4[C:17](=[O:29])[C:18]=3[N:23]=[N:22]2)[CH2:28][CH2:27][CH2:26][CH2:25]1, predict the reactants needed to synthesize it. The reactants are: Cl[CH2:2][CH2:3][N:4]([CH2:14][C:15]1[NH:16][C:17](=[O:29])[C:18]2[N:23]=[N:22][N:21]([CH:24]3[CH2:28][CH2:27][CH2:26][CH2:25]3)[C:19]=2[N:20]=1)[CH2:5][C:6]1[CH:11]=[CH:10][C:9]([O:12][CH3:13])=[CH:8][CH:7]=1.[I-].[K+].C(=O)([O-])[O-].[K+].[K+]. (2) Given the product [C:1]([C:5]1[N:10]=[C:9]([N:11]2[CH2:16][CH2:15][N:14]([CH2:17][CH2:18][CH2:19][CH2:20][NH:21][C:31]([N:49]3[CH2:50][CH2:51][N:46]([C:43]4[CH:42]=[CH:41][C:40]([C:38]#[N:39])=[CH:45][CH:44]=4)[CH2:47][CH2:48]3)=[O:32])[CH2:13][CH2:12]2)[CH:8]=[C:7]([C:22]([F:24])([F:25])[F:23])[N:6]=1)([CH3:4])([CH3:2])[CH3:3], predict the reactants needed to synthesize it. The reactants are: [C:1]([C:5]1[N:10]=[C:9]([N:11]2[CH2:16][CH2:15][N:14]([CH2:17][CH2:18][CH2:19][CH2:20][NH2:21])[CH2:13][CH2:12]2)[CH:8]=[C:7]([C:22]([F:25])([F:24])[F:23])[N:6]=1)([CH3:4])([CH3:3])[CH3:2].C1N=CN([C:31](N2C=NC=C2)=[O:32])C=1.[C:38]([C:40]1[CH:45]=[CH:44][C:43]([N:46]2[CH2:51][CH2:50][NH:49][CH2:48][CH2:47]2)=[CH:42][CH:41]=1)#[N:39]. (3) Given the product [C:8]([NH:11][C:12]1[CH:27]=[CH:26][C:15]([C:16]([NH:18][C:19]2[CH:24]=[CH:23][CH:22]=[CH:21][C:20]=2[NH2:25])=[O:17])=[CH:14][CH:13]=1)(=[O:10])[CH3:9], predict the reactants needed to synthesize it. The reactants are: FC(F)(F)C(O)=O.[C:8]([NH:11][C:12]1[CH:27]=[CH:26][C:15]([C:16]([NH:18][C:19]2[CH:24]=[CH:23][CH:22]=[CH:21][C:20]=2[NH2:25])=[O:17])=[CH:14][CH:13]=1)(=[O:10])[CH3:9].CCO.C([O-])(O)=O.[Na+].